Dataset: Forward reaction prediction with 1.9M reactions from USPTO patents (1976-2016). Task: Predict the product of the given reaction. Given the reactants [Cl-].[C:2]([NH+:6]1[CH2:11][CH:10]=[C:9]([C:12]2[CH:21]=[C:20]3[C:15]([CH:16]=[CH:17][C:18](=[O:30])[N:19]3[C:22]3[C:27]([Cl:28])=[CH:26][CH:25]=[CH:24][C:23]=3[Cl:29])=[C:14]([C:31]3[CH:36]=[CH:35][CH:34]=[CH:33][C:32]=3[Cl:37])[N:13]=2)[CH2:8][CH2:7]1)([CH3:5])([CH3:4])[CH3:3], predict the reaction product. The product is: [C:2]([N:6]1[CH2:7][CH2:8][CH:9]([C:12]2[CH:21]=[C:20]3[C:15]([CH:16]=[CH:17][C:18](=[O:30])[N:19]3[C:22]3[C:27]([Cl:28])=[CH:26][CH:25]=[CH:24][C:23]=3[Cl:29])=[C:14]([C:31]3[CH:36]=[CH:35][CH:34]=[CH:33][C:32]=3[Cl:37])[N:13]=2)[CH2:10][CH2:11]1)([CH3:5])([CH3:3])[CH3:4].